From a dataset of Catalyst prediction with 721,799 reactions and 888 catalyst types from USPTO. Predict which catalyst facilitates the given reaction. (1) Reactant: [NH2:1][C:2]1[CH:10]=[CH:9][C:8]([O:11][CH3:12])=[CH:7][C:3]=1[C:4]([OH:6])=O.[CH:13](OC)(OC)OC.C(O)(=O)C.[NH2:24][C:25]1[CH:26]=[C:27]([CH:34]=[CH:35][C:36]=1[CH3:37])[C:28]([NH:30][CH:31]1[CH2:33][CH2:32]1)=[O:29]. Product: [CH:31]1([NH:30][C:28](=[O:29])[C:27]2[CH:34]=[CH:35][C:36]([CH3:37])=[C:25]([N:24]3[C:4](=[O:6])[C:3]4[C:2](=[CH:10][CH:9]=[C:8]([O:11][CH3:12])[CH:7]=4)[N:1]=[CH:13]3)[CH:26]=2)[CH2:32][CH2:33]1. The catalyst class is: 133. (2) Reactant: [CH2:1]([C:8]1([C:14]([O:16][CH2:17][CH3:18])=[O:15])[CH2:12][CH2:11][CH2:10][CH:9]1[OH:13])[C:2]1[CH:7]=[CH:6][CH:5]=[CH:4][CH:3]=1.N1C=CC=CC=1.[CH3:25][C:26]1[CH:34]=[CH:33][C:29]([C:30](Cl)=[O:31])=[CH:28][CH:27]=1. Product: [CH2:1]([C:8]1([C:14]([O:16][CH2:17][CH3:18])=[O:15])[CH2:12][CH2:11][CH2:10][CH:9]1[O:13][C:30](=[O:31])[C:29]1[CH:33]=[CH:34][C:26]([CH3:25])=[CH:27][CH:28]=1)[C:2]1[CH:7]=[CH:6][CH:5]=[CH:4][CH:3]=1. The catalyst class is: 2. (3) Reactant: [K].[F:2][C:3]([F:18])([S:14]([O-:17])(=[O:16])=[O:15])[CH:4]([F:13])[O:5][C:6]([F:12])([F:11])[C:7]([F:10])([F:9])[F:8].[Br-].[C:20]1([S+:26]([C:33]2[CH:38]=[CH:37][CH:36]=[CH:35][CH:34]=2)[C:27]2[CH:32]=[CH:31][CH:30]=[CH:29][CH:28]=2)[CH:25]=[CH:24][CH:23]=[CH:22][CH:21]=1. Product: [C:33]1([S+:26]([C:20]2[CH:21]=[CH:22][CH:23]=[CH:24][CH:25]=2)[C:27]2[CH:32]=[CH:31][CH:30]=[CH:29][CH:28]=2)[CH:34]=[CH:35][CH:36]=[CH:37][CH:38]=1.[F:18][C:3]([F:2])([S:14]([O-:17])(=[O:15])=[O:16])[CH:4]([F:13])[O:5][C:6]([F:11])([F:12])[C:7]([F:8])([F:10])[F:9]. The catalyst class is: 6. (4) Reactant: [CH3:1][NH:2][CH2:3][C@H:4]1[CH2:9][CH2:8][C@H:7]([CH2:10][OH:11])[CH2:6][CH2:5]1.[CH2:12]([O:19][C:20]([O:22]N1C(=O)CCC1=O)=O)[C:13]1[CH:18]=[CH:17][CH:16]=[CH:15][CH:14]=1. Product: [CH2:12]([O:19][C:20](=[O:22])[N:2]([CH2:3][C@H:4]1[CH2:9][CH2:8][C@H:7]([CH2:10][OH:11])[CH2:6][CH2:5]1)[CH3:1])[C:13]1[CH:14]=[CH:15][CH:16]=[CH:17][CH:18]=1. The catalyst class is: 5. (5) Reactant: [CH3:1][N:2]([CH3:22])[CH2:3][C:4]#[C:5][C:6]1[CH:11]=[CH:10][C:9](/[C:12](/[C:16]2[CH:21]=[CH:20][CH:19]=[CH:18][CH:17]=2)=[CH:13]\[CH2:14][OH:15])=[CH:8][CH:7]=1.C(P(CCCC)CCCC)CCC.N(C(N1CCCCC1)=O)=NC(N1CCCCC1)=O.[CH3:54][O:55][C:56](=[O:67])[CH2:57][O:58][C:59]1[CH:64]=[CH:63][C:62](O)=[CH:61][C:60]=1[CH3:66]. Product: [CH3:54][O:55][C:56](=[O:67])[CH2:57][O:58][C:59]1[CH:64]=[CH:63][C:62]([O:15][CH2:14]/[CH:13]=[C:12](/[C:9]2[CH:10]=[CH:11][C:6]([C:5]#[C:4][CH2:3][N:2]([CH3:1])[CH3:22])=[CH:7][CH:8]=2)\[C:16]2[CH:17]=[CH:18][CH:19]=[CH:20][CH:21]=2)=[CH:61][C:60]=1[CH3:66]. The catalyst class is: 7. (6) Reactant: [CH3:1][C:2]1[N:7]=[C:6]([NH:8][C:9]2[CH:14]=[CH:13][CH:12]=[CH:11][CH:10]=2)[CH:5]=[CH:4][CH:3]=1.Br[C:16]1[CH:21]=[CH:20][CH:19]=[CH:18][N:17]=1.CC(C)([O-])C.[Na+]. Product: [CH3:1][C:2]1[N:7]=[C:6]([N:8]([C:9]2[CH:14]=[CH:13][CH:12]=[CH:11][CH:10]=2)[C:16]2[CH:21]=[CH:20][CH:19]=[CH:18][N:17]=2)[CH:5]=[CH:4][CH:3]=1. The catalyst class is: 11.